Regression. Given two drug SMILES strings and cell line genomic features, predict the synergy score measuring deviation from expected non-interaction effect. From a dataset of NCI-60 drug combinations with 297,098 pairs across 59 cell lines. (1) Drug 1: C1CCC(CC1)NC(=O)N(CCCl)N=O. Drug 2: CC1=C(C(=O)C2=C(C1=O)N3CC4C(C3(C2COC(=O)N)OC)N4)N. Cell line: 786-0. Synergy scores: CSS=49.6, Synergy_ZIP=6.11, Synergy_Bliss=6.06, Synergy_Loewe=2.43, Synergy_HSA=8.17. (2) Drug 1: CC1=C(N=C(N=C1N)C(CC(=O)N)NCC(C(=O)N)N)C(=O)NC(C(C2=CN=CN2)OC3C(C(C(C(O3)CO)O)O)OC4C(C(C(C(O4)CO)O)OC(=O)N)O)C(=O)NC(C)C(C(C)C(=O)NC(C(C)O)C(=O)NCCC5=NC(=CS5)C6=NC(=CS6)C(=O)NCCC[S+](C)C)O. Drug 2: CCN(CC)CCCC(C)NC1=C2C=C(C=CC2=NC3=C1C=CC(=C3)Cl)OC. Cell line: HCC-2998. Synergy scores: CSS=34.5, Synergy_ZIP=-8.47, Synergy_Bliss=-1.56, Synergy_Loewe=-0.710, Synergy_HSA=-0.647. (3) Drug 1: C1=CC(=CC=C1C#N)C(C2=CC=C(C=C2)C#N)N3C=NC=N3. Drug 2: C1=NC(=NC(=O)N1C2C(C(C(O2)CO)O)O)N. Cell line: OVCAR3. Synergy scores: CSS=41.8, Synergy_ZIP=18.3, Synergy_Bliss=17.4, Synergy_Loewe=10.0, Synergy_HSA=11.3. (4) Drug 1: CC1=CC2C(CCC3(C2CCC3(C(=O)C)OC(=O)C)C)C4(C1=CC(=O)CC4)C. Drug 2: CN(CC1=CN=C2C(=N1)C(=NC(=N2)N)N)C3=CC=C(C=C3)C(=O)NC(CCC(=O)O)C(=O)O. Cell line: HOP-62. Synergy scores: CSS=27.9, Synergy_ZIP=2.27, Synergy_Bliss=1.24, Synergy_Loewe=-35.4, Synergy_HSA=-1.31. (5) Drug 1: CC(CN1CC(=O)NC(=O)C1)N2CC(=O)NC(=O)C2. Drug 2: CC1=C2C(C(=O)C3(C(CC4C(C3C(C(C2(C)C)(CC1OC(=O)C(C(C5=CC=CC=C5)NC(=O)OC(C)(C)C)O)O)OC(=O)C6=CC=CC=C6)(CO4)OC(=O)C)O)C)O. Cell line: SR. Synergy scores: CSS=81.0, Synergy_ZIP=-1.32, Synergy_Bliss=-1.90, Synergy_Loewe=-1.78, Synergy_HSA=1.17. (6) Drug 1: CC1C(C(=O)NC(C(=O)N2CCCC2C(=O)N(CC(=O)N(C(C(=O)O1)C(C)C)C)C)C(C)C)NC(=O)C3=C4C(=C(C=C3)C)OC5=C(C(=O)C(=C(C5=N4)C(=O)NC6C(OC(=O)C(N(C(=O)CN(C(=O)C7CCCN7C(=O)C(NC6=O)C(C)C)C)C)C(C)C)C)N)C. Drug 2: N.N.Cl[Pt+2]Cl. Cell line: PC-3. Synergy scores: CSS=75.1, Synergy_ZIP=-5.04, Synergy_Bliss=-7.18, Synergy_Loewe=-6.39, Synergy_HSA=-3.27.